Predict the product of the given reaction. From a dataset of Forward reaction prediction with 1.9M reactions from USPTO patents (1976-2016). (1) Given the reactants [F:1][C:2]([F:35])([F:34])[C:3]1[CH:4]=[C:5]([C:13]([N:15]2[CH2:20][CH2:19][C@H:18]([C:21]3[CH:26]=[CH:25][CH:24]=[C:23](Br)[CH:22]=3)[C@H:17]([C:28]3[CH:33]=[CH:32][CH:31]=[CH:30][CH:29]=3)[CH2:16]2)=[O:14])[CH:6]=[C:7]([C:9]([F:12])([F:11])[F:10])[CH:8]=1.[NH:36]1[CH2:40][CH2:39][CH2:38][CH2:37]1, predict the reaction product. The product is: [F:1][C:2]([F:35])([F:34])[C:3]1[CH:4]=[C:5]([C:13]([N:15]2[CH2:20][CH2:19][C@H:18]([C:21]3[CH:26]=[CH:25][CH:24]=[C:23]([N:36]4[CH2:40][CH2:39][CH2:38][CH2:37]4)[CH:22]=3)[C@H:17]([C:28]3[CH:33]=[CH:32][CH:31]=[CH:30][CH:29]=3)[CH2:16]2)=[O:14])[CH:6]=[C:7]([C:9]([F:12])([F:11])[F:10])[CH:8]=1. (2) The product is: [C:1]([O:4][C:5]1[CH:13]=[CH:12][C:11]([NH2:14])=[CH:10][C:6]=1[C:7]([OH:9])=[O:8])(=[O:3])[CH3:2]. Given the reactants [C:1]([O:4][C:5]1[CH:13]=[CH:12][C:11]([NH:14]C(OC(C)(C)C)=O)=[CH:10][C:6]=1[C:7]([OH:9])=[O:8])(=[O:3])[CH3:2], predict the reaction product.